Dataset: Full USPTO retrosynthesis dataset with 1.9M reactions from patents (1976-2016). Task: Predict the reactants needed to synthesize the given product. (1) Given the product [Cl:21][CH2:22][C:23]1([C:26]([N:7]2[C:8]3[C:13](=[CH:12][CH:11]=[CH:10][CH:9]=3)[N:4]([CH:1]3[CH2:3][CH2:2]3)[CH2:5][CH2:6]2)=[O:27])[CH2:25][CH2:24]1, predict the reactants needed to synthesize it. The reactants are: [CH:1]1([N:4]2[C:13]3[C:8](=[CH:9][CH:10]=[CH:11][CH:12]=3)[NH:7][CH2:6][CH2:5]2)[CH2:3][CH2:2]1.C(N(CC)CC)C.[Cl:21][CH2:22][C:23]1([C:26](Cl)=[O:27])[CH2:25][CH2:24]1. (2) Given the product [CH3:23][O:22][C:20](=[O:21])[C:17]1[CH:18]=[CH:19][C:14]([CH:11]2[CH2:10][CH2:9][NH:8][CH2:13][CH2:12]2)=[C:15]([C:24]([F:25])([F:26])[F:27])[CH:16]=1, predict the reactants needed to synthesize it. The reactants are: C(OC([N:8]1[CH2:13][CH2:12][CH:11]([C:14]2[CH:19]=[CH:18][C:17]([C:20]([O:22][CH3:23])=[O:21])=[CH:16][C:15]=2[C:24]([F:27])([F:26])[F:25])[CH2:10][CH2:9]1)=O)(C)(C)C.Cl. (3) Given the product [F:9][C:8]1[C:2]([F:1])=[C:3]2[C:5]([C:12](=[O:13])[C:11](=[O:20])[NH:4]2)=[CH:6][CH:7]=1, predict the reactants needed to synthesize it. The reactants are: [F:1][C:2]1[C:8]([F:9])=[CH:7][CH:6]=[CH:5][C:3]=1[NH2:4].Cl[C:11](Cl)(Cl)[CH:12]=[O:13].Cl.ON.S([O-])([O-])(=O)=[O:20].[Na+].[Na+].Cl. (4) Given the product [CH2:1]([O:3][C:4]1[N:5]([C:20]2[CH:25]=[CH:24][CH:23]=[CH:22][CH:21]=2)[C:6]([C:14]2[CH:19]=[CH:18][CH:17]=[CH:16][CH:15]=2)=[C:7]([C:9]([OH:11])=[O:10])[N:8]=1)[CH3:2], predict the reactants needed to synthesize it. The reactants are: [CH2:1]([O:3][C:4]1[N:5]([C:20]2[CH:25]=[CH:24][CH:23]=[CH:22][CH:21]=2)[C:6]([C:14]2[CH:19]=[CH:18][CH:17]=[CH:16][CH:15]=2)=[C:7]([C:9]([O:11]CC)=[O:10])[N:8]=1)[CH3:2].[OH-].[Na+].C(O)C.Cl. (5) Given the product [CH3:5][O:4][C:3]([C:20]1[C@@H:21]2[N:16]([C:14]([O:13][C:9]([CH3:12])([CH3:10])[CH3:11])=[O:15])[C@H:17]([CH2:18][C:19]=1[OH:24])[CH2:23][CH2:22]2)=[O:6], predict the reactants needed to synthesize it. The reactants are: [H-].[Na+].[C:3](=O)([O:6]C)[O:4][CH3:5].[C:9]([O:13][C:14]([N:16]1[CH:21]2[CH2:22][CH2:23][CH:17]1[CH2:18][C:19](=[O:24])[CH2:20]2)=[O:15])([CH3:12])([CH3:11])[CH3:10].[NH4+].[Cl-].